Dataset: Reaction yield outcomes from USPTO patents with 853,638 reactions. Task: Predict the reaction yield, written as a fraction of the theoretical maximum amount of product (1.0 means a 100% yield; for example, 0.34 means a 34% yield). (1) The reactants are [NH2:1][C:2]1[CH:6]=[CH:5][N:4]([C:7]2[CH:12]=[CH:11][C:10]([B:13]3[O:17][C:16]([CH3:19])([CH3:18])[C:15]([CH3:21])([CH3:20])[O:14]3)=[CH:9][CH:8]=2)[C:3]=1[C:22]([O:24][CH2:25][CH3:26])=[O:23].[C:27]([CH2:29][C:30](O)=[O:31])#[N:28].C1C=CC2N(O)N=NC=2C=1.C(Cl)CCl.C(N(CC)CC)C. The catalyst is CN(C=O)C. The product is [C:27]([CH2:29][C:30]([NH:1][C:2]1[CH:6]=[CH:5][N:4]([C:7]2[CH:12]=[CH:11][C:10]([B:13]3[O:17][C:16]([CH3:18])([CH3:19])[C:15]([CH3:20])([CH3:21])[O:14]3)=[CH:9][CH:8]=2)[C:3]=1[C:22]([O:24][CH2:25][CH3:26])=[O:23])=[O:31])#[N:28]. The yield is 0.840. (2) The reactants are [CH:1]1[C:6]([CH:7]=[CH:8][S:9](Cl)(=[O:11])=[O:10])=[CH:5][CH:4]=[C:3]([Cl:13])[CH:2]=1.S([O-])([O-])=O.[Na+:18].[Na+].C(=O)([O-])O.[Na+]. The catalyst is O. The product is [Cl:13][C:3]1[CH:4]=[CH:5][C:6](/[CH:7]=[CH:8]/[S:9]([O-:11])=[O:10])=[CH:1][CH:2]=1.[Na+:18]. The yield is 0.500. (3) The reactants are [CH2:1]([N:3]1[C:7]2[N:8]=[C:9]([C:18]3[CH:23]=[CH:22][C:21]([NH:24][C:25]([NH:27][C:28]4[CH:36]=[CH:35][C:31]([C:32](O)=[O:33])=[CH:30][CH:29]=4)=[O:26])=[CH:20][CH:19]=3)[N:10]=[C:11]([N:12]3[CH2:17][CH2:16][O:15][CH2:14][CH2:13]3)[C:6]=2[CH:5]=[CH:4]1)[CH3:2].[CH3:37][N:38]([CH3:42])[CH2:39][CH2:40][NH2:41]. No catalyst specified. The product is [CH3:37][N:38]([CH3:42])[CH2:39][CH2:40][NH:41][C:32](=[O:33])[C:31]1[CH:30]=[CH:29][C:28]([NH:27][C:25](=[O:26])[NH:24][C:21]2[CH:20]=[CH:19][C:18]([C:9]3[N:10]=[C:11]([N:12]4[CH2:13][CH2:14][O:15][CH2:16][CH2:17]4)[C:6]4[CH:5]=[CH:4][N:3]([CH2:1][CH3:2])[C:7]=4[N:8]=3)=[CH:23][CH:22]=2)=[CH:36][CH:35]=1. The yield is 0.540. (4) The reactants are [N:1]1[CH:6]=[CH:5][CH:4]=[C:3]([C:7]2[CH:15]=[C:14]3[C:10]([CH2:11][C:12](=[O:16])[NH:13]3)=[CH:9][CH:8]=2)[CH:2]=1.[CH2:17]([N:19]([CH2:34][CH3:35])[CH2:20][CH2:21][NH:22][C:23]([C:25]1[C:29]([CH3:30])=[C:28]([CH:31]=O)[NH:27][C:26]=1[CH3:33])=[O:24])[CH3:18]. No catalyst specified. The product is [CH2:34]([N:19]([CH2:17][CH3:18])[CH2:20][CH2:21][NH:22][C:23]([C:25]1[C:29]([CH3:30])=[C:28]([CH:31]=[C:11]2[C:10]3[C:14](=[CH:15][C:7]([C:3]4[CH:2]=[N:1][CH:6]=[CH:5][CH:4]=4)=[CH:8][CH:9]=3)[NH:13][C:12]2=[O:16])[NH:27][C:26]=1[CH3:33])=[O:24])[CH3:35]. The yield is 0.330.